From a dataset of Full USPTO retrosynthesis dataset with 1.9M reactions from patents (1976-2016). Predict the reactants needed to synthesize the given product. (1) The reactants are: C([S:8][C:9]1[CH:10]=[C:11]2[C:16](=[CH:17][CH:18]=1)[N:15]([C:19]1[CH:24]=[C:23]([CH3:25])[C:22]([Br:26])=[CH:21][C:20]=1[O:27][CH3:28])[C:14](=[O:29])[CH:13]=[CH:12]2)C1C=CC=CC=1.ClN1C(C)(C)C(=[O:38])N(Cl)C1=O.[F:41][C:42]1[C:47]([F:48])=[C:46]([F:49])[C:45]([F:50])=[C:44]([F:51])[C:43]=1[OH:52].C(N(CC)CC)C.[OH2:60]. Given the product [Br:26][C:22]1[C:23]([CH3:25])=[CH:24][C:19]([N:15]2[C:16]3[C:11](=[CH:10][C:9]([S:8]([O:52][C:43]4[C:42]([F:41])=[C:47]([F:48])[C:46]([F:49])=[C:45]([F:50])[C:44]=4[F:51])(=[O:38])=[O:60])=[CH:18][CH:17]=3)[CH:12]=[CH:13][C:14]2=[O:29])=[C:20]([O:27][CH3:28])[CH:21]=1, predict the reactants needed to synthesize it. (2) Given the product [C:1]([C:5]1[CH:6]=[CH:7][C:8]([C:11]#[C:12][CH:13]([OH:15])[C:12]#[C:11][C:8]2[CH:7]=[CH:6][C:5]([C:1]([CH3:4])([CH3:3])[CH3:2])=[CH:10][CH:9]=2)=[CH:9][CH:10]=1)([CH3:4])([CH3:3])[CH3:2], predict the reactants needed to synthesize it. The reactants are: [C:1]([C:5]1[CH:10]=[CH:9][C:8]([C:11]#[CH:12])=[CH:7][CH:6]=1)([CH3:4])([CH3:3])[CH3:2].[CH:13]([OH:15])=O. (3) The reactants are: C[O:2][C:3](=[O:36])[CH2:4][O:5][C:6]1[CH:11]=[CH:10][CH:9]=[C:8]([NH:12][C:13]2[C:14]3[C:21]([C:22]4[CH:27]=[CH:26][C:25]([CH2:28][CH3:29])=[CH:24][N:23]=4)=[C:20]([C:30]4[CH:35]=[CH:34][CH:33]=[CH:32][CH:31]=4)[O:19][C:15]=3[N:16]=[CH:17][N:18]=2)[CH:7]=1.[OH-].[Na+].Cl. Given the product [CH2:28]([C:25]1[CH:26]=[CH:27][C:22]([C:21]2[C:14]3[C:13]([NH:12][C:8]4[CH:7]=[C:6]([CH:11]=[CH:10][CH:9]=4)[O:5][CH2:4][C:3]([OH:36])=[O:2])=[N:18][CH:17]=[N:16][C:15]=3[O:19][C:20]=2[C:30]2[CH:35]=[CH:34][CH:33]=[CH:32][CH:31]=2)=[N:23][CH:24]=1)[CH3:29], predict the reactants needed to synthesize it. (4) Given the product [CH3:3][C:4]1[CH:13]=[CH:12][C:7]([C:8]([OH:10])=[O:9])=[C:6]([NH:14][S:15]([CH3:18])(=[O:17])=[O:16])[CH:5]=1, predict the reactants needed to synthesize it. The reactants are: [OH-].[Na+].[CH3:3][C:4]1[CH:13]=[CH:12][C:7]([C:8]([O:10]C)=[O:9])=[C:6]([N:14](S(C)(=O)=O)[S:15]([CH3:18])(=[O:17])=[O:16])[CH:5]=1.CC1C=CC(C(OC)=O)=C(NS(C)(=O)=O)C=1. (5) Given the product [CH2:1]([O:3][C:4](=[O:22])[CH2:5][C:6]1[CH:11]=[C:10]([C:24]2[CH:31]=[CH:30][C:29]([C:32]([F:35])([F:34])[F:33])=[CH:28][C:25]=2[CH:26]=[O:27])[CH:9]=[C:8]([Cl:21])[CH:7]=1)[CH3:2], predict the reactants needed to synthesize it. The reactants are: [CH2:1]([O:3][C:4](=[O:22])[CH2:5][C:6]1[CH:11]=[C:10](B2OC(C)(C)C(C)(C)O2)[CH:9]=[C:8]([Cl:21])[CH:7]=1)[CH3:2].Br[C:24]1[CH:31]=[CH:30][C:29]([C:32]([F:35])([F:34])[F:33])=[CH:28][C:25]=1[CH:26]=[O:27].